This data is from Merck oncology drug combination screen with 23,052 pairs across 39 cell lines. The task is: Regression. Given two drug SMILES strings and cell line genomic features, predict the synergy score measuring deviation from expected non-interaction effect. (1) Drug 1: NC1CCCCC1N.O=C(O)C(=O)O.[Pt+2]. Drug 2: CNC(=O)c1cc(Oc2ccc(NC(=O)Nc3ccc(Cl)c(C(F)(F)F)c3)cc2)ccn1. Cell line: NCIH520. Synergy scores: synergy=-2.54. (2) Drug 1: Cn1c(=O)n(-c2ccc(C(C)(C)C#N)cc2)c2c3cc(-c4cnc5ccccc5c4)ccc3ncc21. Drug 2: CCc1cnn2c(NCc3ccc[n+]([O-])c3)cc(N3CCCCC3CCO)nc12. Cell line: SW620. Synergy scores: synergy=-0.654.